Dataset: Catalyst prediction with 721,799 reactions and 888 catalyst types from USPTO. Task: Predict which catalyst facilitates the given reaction. (1) Reactant: [Br:1][C:2]1[C:10]2[C:9](Cl)=[N:8][CH:7]=[N:6][C:5]=2[S:4][C:3]=1[C:12]1[CH:17]=[CH:16][C:15]([F:18])=[CH:14][CH:13]=1.[OH:19][C@H:20]([CH2:26][C:27]1[CH:32]=[CH:31][CH:30]=[CH:29][C:28]=1[O:33][CH2:34][C:35]1[CH:40]=[N:39][CH:38]=[CH:37][N:36]=1)[C:21]([O:23][CH2:24][CH3:25])=[O:22].C([O-])([O-])=O.[Cs+].[Cs+].Cl. Product: [Br:1][C:2]1[C:10]2[C:9]([O:19][C@H:20]([CH2:26][C:27]3[CH:32]=[CH:31][CH:30]=[CH:29][C:28]=3[O:33][CH2:34][C:35]3[CH:40]=[N:39][CH:38]=[CH:37][N:36]=3)[C:21]([O:23][CH2:24][CH3:25])=[O:22])=[N:8][CH:7]=[N:6][C:5]=2[S:4][C:3]=1[C:12]1[CH:17]=[CH:16][C:15]([F:18])=[CH:14][CH:13]=1. The catalyst class is: 878. (2) Reactant: [Cl:1][C:2]1[CH:3]=[C:4]([NH:13][CH2:14][CH:15]([CH3:17])[CH3:16])[C:5]([CH3:12])=[C:6]([CH:11]=1)[C:7]([O:9][CH3:10])=[O:8].C(=O)([O-])[O-].[Cs+].[Cs+].[CH2:24](I)[CH3:25]. Product: [Cl:1][C:2]1[CH:3]=[C:4]([N:13]([CH2:24][CH3:25])[CH2:14][CH:15]([CH3:17])[CH3:16])[C:5]([CH3:12])=[C:6]([CH:11]=1)[C:7]([O:9][CH3:10])=[O:8]. The catalyst class is: 3.